Dataset: NCI-60 drug combinations with 297,098 pairs across 59 cell lines. Task: Regression. Given two drug SMILES strings and cell line genomic features, predict the synergy score measuring deviation from expected non-interaction effect. (1) Drug 1: CC1=CC2C(CCC3(C2CCC3(C(=O)C)OC(=O)C)C)C4(C1=CC(=O)CC4)C. Drug 2: CCC(=C(C1=CC=CC=C1)C2=CC=C(C=C2)OCCN(C)C)C3=CC=CC=C3.C(C(=O)O)C(CC(=O)O)(C(=O)O)O. Cell line: SK-MEL-5. Synergy scores: CSS=-9.78, Synergy_ZIP=8.47, Synergy_Bliss=5.64, Synergy_Loewe=-0.567, Synergy_HSA=-4.98. (2) Drug 1: CC1=C(C=C(C=C1)NC(=O)C2=CC=C(C=C2)CN3CCN(CC3)C)NC4=NC=CC(=N4)C5=CN=CC=C5. Drug 2: C1=NC2=C(N1)C(=S)N=CN2. Cell line: A549. Synergy scores: CSS=15.4, Synergy_ZIP=-6.48, Synergy_Bliss=2.28, Synergy_Loewe=-11.8, Synergy_HSA=1.23. (3) Cell line: U251. Drug 2: C1CC(C1)(C(=O)O)C(=O)O.[NH2-].[NH2-].[Pt+2]. Synergy scores: CSS=25.6, Synergy_ZIP=-0.575, Synergy_Bliss=-0.204, Synergy_Loewe=1.60, Synergy_HSA=0.208. Drug 1: CC(C1=C(C=CC(=C1Cl)F)Cl)OC2=C(N=CC(=C2)C3=CN(N=C3)C4CCNCC4)N.